From a dataset of Reaction yield outcomes from USPTO patents with 853,638 reactions. Predict the reaction yield, written as a fraction of the theoretical maximum amount of product (1.0 means a 100% yield; for example, 0.34 means a 34% yield). The reactants are [F:1][C:2]1[CH:3]=[C:4]([OH:9])[CH:5]=[CH:6][C:7]=1[F:8].F[C:11]1[CH:16]=[CH:15][CH:14]=[CH:13][C:12]=1[N+:17]([O-:19])=[O:18].[F:20][C:21]1[CH:22]=[C:23]([CH:32]=[CH:33][C:34]=1[F:35])[O:24][C:25]1[CH:31]=[CH:30][CH:29]=[CH:28][C:26]=1[NH2:27].[NH2:36][C:37]1[S:38][CH:39]=[CH:40][N:41]=1. No catalyst specified. The product is [F:1][C:2]1[CH:3]=[C:4]([CH:5]=[CH:6][C:7]=1[F:8])[O:9][C:11]1[CH:16]=[CH:15][CH:14]=[CH:13][C:12]=1[N+:17]([O-:19])=[O:18].[F:20][C:21]1[CH:22]=[C:23]([CH:32]=[CH:33][C:34]=1[F:35])[O:24][C:25]1[CH:31]=[CH:30][CH:29]=[CH:28][C:26]=1[NH:27][C:4]([NH:36][C:37]1[S:38][CH:39]=[CH:40][N:41]=1)=[O:9]. The yield is 0.600.